From a dataset of Forward reaction prediction with 1.9M reactions from USPTO patents (1976-2016). Predict the product of the given reaction. The product is: [F:16][C:17]([F:19])([F:18])[C:6]1[NH:7][C:8]2[C:9](=[O:10])[NH:1][CH:2]=[N:3][C:4]=2[N:5]=1. Given the reactants [NH:1]1[C:9](=[O:10])[C:8]2[NH:7][CH:6]=[N:5][C:4]=2[N:3]=[CH:2]1.S(=O)(=O)(O)O.[F:16][C:17](I)([F:19])[F:18].OO, predict the reaction product.